This data is from Full USPTO retrosynthesis dataset with 1.9M reactions from patents (1976-2016). The task is: Predict the reactants needed to synthesize the given product. (1) Given the product [C:3]1([C:2]2[N:9]=[C:22]([C:23]([O:25][CH2:26][CH3:27])=[O:24])[CH:21]=[CH:20][N:10]=2)[CH:8]=[CH:7][CH:6]=[CH:5][CH:4]=1, predict the reactants needed to synthesize it. The reactants are: Cl.[C:2](=[NH:10])([NH2:9])[C:3]1[CH:8]=[CH:7][CH:6]=[CH:5][CH:4]=1.CC([O-])(C)C.[Li+].C(O/[CH:20]=[CH:21]/[C:22](=O)[C:23]([O:25][CH2:26][CH3:27])=[O:24])C. (2) Given the product [F:8][C:7]1[C:6]([NH:9][C:10]2[CH:15]=[CH:14][C:13]([I:16])=[CH:12][C:11]=2[F:17])=[C:5]([NH:18][S:22]([CH:19]([CH3:21])[CH3:20])(=[O:24])=[O:23])[CH:4]=[CH:3][C:2]=1[F:1], predict the reactants needed to synthesize it. The reactants are: [F:1][C:2]1[C:7]([F:8])=[C:6]([NH:9][C:10]2[CH:15]=[CH:14][C:13]([I:16])=[CH:12][C:11]=2[F:17])[C:5]([NH2:18])=[CH:4][CH:3]=1.[CH:19]([S:22](Cl)(=[O:24])=[O:23])([CH3:21])[CH3:20]. (3) Given the product [Br:1][C:2]12[CH2:11][CH:6]3[CH2:7][CH:8]([CH2:10][CH:4]([CH:5]3[N:12]3[C:17]4=[C:18]5[CH:24]=[CH:23][NH:22][C:19]5=[N:20][CH:21]=[C:16]4[C:14](=[O:15])[NH:13]3)[CH2:3]1)[CH2:9]2, predict the reactants needed to synthesize it. The reactants are: [Br:1][C:2]12[CH2:11][CH:6]3[CH2:7][CH:8]([CH2:10][CH:4]([CH:5]3[NH:12][NH:13][C:14]([C:16]3[C:17](Cl)=[C:18]4[CH:24]=[CH:23][NH:22][C:19]4=[N:20][CH:21]=3)=[O:15])[CH2:3]1)[CH2:9]2.C(N(CC)CC)C.O. (4) The reactants are: Cl[CH2:2][CH2:3][CH2:4][O:5][C:6]1[C:15]2[C:10](=[CH:11][CH:12]=[CH:13][CH:14]=2)[C:9]([NH:16][C:17](=[O:31])[C:18]2[CH:23]=[C:22]([N:24]3[CH2:29][CH2:28][CH2:27][CH2:26][CH2:25]3)[CH:21]=[C:20]([F:30])[CH:19]=2)=[CH:8][CH:7]=1.[NH:32]1[CH2:37][CH2:36][O:35][CH2:34][CH2:33]1. Given the product [F:30][C:20]1[CH:19]=[C:18]([CH:23]=[C:22]([N:24]2[CH2:29][CH2:28][CH2:27][CH2:26][CH2:25]2)[CH:21]=1)[C:17]([NH:16][C:9]1[C:10]2[C:15](=[CH:14][CH:13]=[CH:12][CH:11]=2)[C:6]([O:5][CH2:4][CH2:3][CH2:2][N:32]2[CH2:37][CH2:36][O:35][CH2:34][CH2:33]2)=[CH:7][CH:8]=1)=[O:31], predict the reactants needed to synthesize it. (5) Given the product [C:24]1([C:2]2[CH:9]=[CH:8][CH:7]=[CH:6][C:3]=2[CH:4]=[O:5])[C:25]2[C:20](=[CH:19][CH:18]=[CH:17][CH:16]=2)[CH:21]=[CH:22][CH:23]=1, predict the reactants needed to synthesize it. The reactants are: Br[C:2]1[CH:9]=[CH:8][CH:7]=[CH:6][C:3]=1[CH:4]=[O:5].C(=O)([O-])[O-].[Na+].[Na+].[C:16]1(B(O)O)[C:25]2[C:20](=[CH:21][CH:22]=[CH:23][CH:24]=2)[CH:19]=[CH:18][CH:17]=1. (6) Given the product [CH3:1][C:2]1[N:6]([CH2:7][C:8]2[C:17]3[C:12](=[CH:13][CH:14]=[CH:15][CH:16]=3)[CH:11]=[CH:10][CH:9]=2)[N:5]=[C:4]([C:18]([NH:54][C:55]2[CH:56]=[C:57]3[C:62](=[CH:63][CH:64]=2)[CH2:61][N:60]([C:65]([O:67][C:68]([CH3:71])([CH3:70])[CH3:69])=[O:66])[CH2:59][CH2:58]3)=[O:20])[CH:3]=1, predict the reactants needed to synthesize it. The reactants are: [CH3:1][C:2]1[N:6]([CH2:7][C:8]2[C:17]3[C:12](=[CH:13][CH:14]=[CH:15][CH:16]=3)[CH:11]=[CH:10][CH:9]=2)[N:5]=[C:4]([C:18]([OH:20])=O)[CH:3]=1.F[P-](F)(F)(F)(F)F.CN(C(ON1C2=NC=CC=C2N=N1)=[N+](C)C)C.C(N(C(C)C)CC)(C)C.[NH2:54][C:55]1[CH:56]=[C:57]2[C:62](=[CH:63][CH:64]=1)[CH2:61][N:60]([C:65]([O:67][C:68]([CH3:71])([CH3:70])[CH3:69])=[O:66])[CH2:59][CH2:58]2. (7) Given the product [S:10]1[CH:11]=[N:12][N:13]=[C:9]1[NH:8][C:4]1[CH:3]=[C:2]([B:14]2[O:18][C:17]([CH3:20])([CH3:19])[C:16]([CH3:22])([CH3:21])[O:15]2)[CH:7]=[CH:6][CH:5]=1, predict the reactants needed to synthesize it. The reactants are: Br[C:2]1[CH:3]=[C:4]([NH:8][C:9]2[S:10][CH:11]=[N:12][N:13]=2)[CH:5]=[CH:6][CH:7]=1.[B:14]1([B:14]2[O:18][C:17]([CH3:20])([CH3:19])[C:16]([CH3:22])([CH3:21])[O:15]2)[O:18][C:17]([CH3:20])([CH3:19])[C:16]([CH3:22])([CH3:21])[O:15]1.CC([O-])=O.[K+].